This data is from Catalyst prediction with 721,799 reactions and 888 catalyst types from USPTO. The task is: Predict which catalyst facilitates the given reaction. (1) Reactant: [H-].[Na+].[Cl:3][C:4]1[CH:5]=[C:6]([CH2:11]C#N)[CH:7]=[CH:8][C:9]=1[F:10].CO[C:16]([C:18]1[CH:23]=[CH:22][CH:21]=[C:20]([CH3:24])[N:19]=1)=[O:17].Cl. Product: [Cl:3][C:4]1[CH:5]=[C:6]([CH2:11][C:16]([C:18]2[CH:23]=[CH:22][CH:21]=[C:20]([CH3:24])[N:19]=2)=[O:17])[CH:7]=[CH:8][C:9]=1[F:10]. The catalyst class is: 8. (2) Reactant: [CH:1]([C:3]1[CH2:4][C@H:5]2[C:14]3[C:9](=[CH:10][C:11]([C:16]([CH3:21])([CH3:20])[C:17]([OH:19])=[O:18])=[CH:12][C:13]=3[OH:15])[O:8][C:7]([CH3:23])([CH3:22])[C@@H:6]2[CH2:24][CH:25]=1)=[O:2].[BH4-].[Na+]. Product: [OH:15][C:13]1[CH:12]=[C:11]([C:16]([CH3:20])([CH3:21])[C:17]([OH:19])=[O:18])[CH:10]=[C:9]2[C:14]=1[C@@H:5]1[CH2:4][C:3]([CH2:1][OH:2])=[CH:25][CH2:24][C@H:6]1[C:7]([CH3:23])([CH3:22])[O:8]2. The catalyst class is: 5. (3) Reactant: [N+:1]([C:4]1[CH:5]=[C:6]2[C:10](=[CH:11][CH:12]=1)[NH:9][C:8]([C:13]([O:15][CH2:16][CH3:17])=[O:14])=[CH:7]2)([O-:3])=[O:2].C(=O)([O-])[O-].[K+].[K+].[F:24][CH2:25][CH2:26]I.[Cl-].[NH4+]. Product: [F:24][CH2:25][CH2:26][N:9]1[C:10]2[C:6](=[CH:5][C:4]([N+:1]([O-:3])=[O:2])=[CH:12][CH:11]=2)[CH:7]=[C:8]1[C:13]([O:15][CH2:16][CH3:17])=[O:14]. The catalyst class is: 3. (4) Reactant: [CH3:1][O:2][C:3](=[O:37])[C@@H:4]([N:27]1[CH:31]=[CH:30][CH:29]=[C:28]1[C:32](=[O:36])[CH2:33][CH2:34][CH3:35])[CH2:5][C:6]1[CH:11]=[CH:10][C:9]([O:12]CCC2N=C(C3C=CC=CC=3)OC=2C)=[CH:8][CH:7]=1.C(=O)([O-])[O-].[K+].[K+]. Product: [CH3:1][O:2][C:3](=[O:37])[C@@H:4]([N:27]1[CH:31]=[CH:30][CH:29]=[C:28]1[C:32](=[O:36])[CH2:33][CH2:34][CH3:35])[CH2:5][C:6]1[CH:7]=[CH:8][C:9]([OH:12])=[CH:10][CH:11]=1. The catalyst class is: 5. (5) Reactant: [NH2:1][C:2]1[C:7]([O:8][C:9]2[CH:14]=[CH:13][C:12]([S:15]([CH3:18])(=[O:17])=[O:16])=[CH:11][CH:10]=2)=[CH:6][C:5]([S:19][C:20]2[CH:25]=[CH:24][CH:23]=[CH:22][N:21]=2)=[CH:4][N:3]=1.Br[C:27]1[CH:34]=[CH:33][C:30]([C:31]#[N:32])=[CH:29][N:28]=1.C(=O)([O-])[O-].[Cs+].[Cs+].C1(P(C2C=CC=CC=2)C2C3OC4C(=CC=CC=4P(C4C=CC=CC=4)C4C=CC=CC=4)C(C)(C)C=3C=CC=2)C=CC=CC=1. Product: [CH3:18][S:15]([C:12]1[CH:13]=[CH:14][C:9]([O:8][C:7]2[C:2]([NH:1][C:27]3[CH:34]=[CH:33][C:30]([C:31]#[N:32])=[CH:29][N:28]=3)=[N:3][CH:4]=[C:5]([S:19][C:20]3[CH:25]=[CH:24][CH:23]=[CH:22][N:21]=3)[CH:6]=2)=[CH:10][CH:11]=1)(=[O:17])=[O:16]. The catalyst class is: 872. (6) Reactant: C(N(CC)CC)C.[CH2:8]([NH:12][CH2:13][C:14]1[C:23]2[C:18](=[CH:19][CH:20]=[CH:21][CH:22]=2)[C:17]([O:24][CH3:25])=[C:16]([O:26][CH3:27])[CH:15]=1)[CH2:9][CH2:10][CH3:11].[C:28](Cl)([CH3:30])=[O:29]. The catalyst class is: 2. Product: [C:28]([N:12]([CH2:13][C:14]1[C:23]2[C:18](=[CH:19][CH:20]=[CH:21][CH:22]=2)[C:17]([O:24][CH3:25])=[C:16]([O:26][CH3:27])[CH:15]=1)[CH2:8][CH2:9][CH2:10][CH3:11])(=[O:29])[CH3:30]. (7) Reactant: [Br:1][C:2]1[CH:7]=[CH:6][C:5]([S:8](Cl)(=[O:10])=[O:9])=[C:4]([O:12][C:13]([F:16])([F:15])[F:14])[CH:3]=1.[CH:17]([NH2:20])([CH3:19])[CH3:18]. Product: [Br:1][C:2]1[CH:7]=[CH:6][C:5]([S:8]([NH:20][CH:17]([CH3:19])[CH3:18])(=[O:10])=[O:9])=[C:4]([O:12][C:13]([F:16])([F:15])[F:14])[CH:3]=1. The catalyst class is: 4.